From a dataset of Drug-target binding data from BindingDB using IC50 measurements. Regression. Given a target protein amino acid sequence and a drug SMILES string, predict the binding affinity score between them. We predict pIC50 (pIC50 = -log10(IC50 in M); higher means more potent). Dataset: bindingdb_ic50. (1) The compound is N#C[C@@H]1CCCN1C(=O)CNCCNc1ccc([N+](=O)[O-])cn1. The target protein (P81425) has sequence MKTPWKVLLGLLAIAALVTVITVPVVLLTKGNDASTDSRRTYTLADYLKNTFRMKFYNLRWVSDHEYLYKQENNILLFNAEYGNSSIFLENSTFDEFGHSINDYSVSPDRQYILFEYNYVKQWRHSYTASYDIYDLNKRQLITEERIPNNTQWITWSSVGHKLAYVWNNDIYVKNEPNSPSQRITWTGKKDVIYNGITDWVYEEEVFSAYSALWWSPNSTFLAYAQFNDTEVPLIEYSFYSDESLQYPKTVKIPYPKAGAVNPTIKFFVVNISSLSPNINATSQQIVPPGSVLIGDHYLCDVTWVTEERISLQWLRRIQNYSIMDICDYDRSTGRWISSVGRQHIEISTTGWVGRFRPAEPHFTSDGNSFYKIISNEEGYKHICHFQTDKRNCTFITKGAWEVIGIEALTSDYLYYISNEYKGMPGARNLYKIQLNDYTKVTCLSCELNPDRCQYYSVSFSQEAKYYQLRCSGPGLPLYTLHNSNNDKELRVLENNSDLD.... The pIC50 is 4.9. (2) The drug is CCCCCCCC(=O)O[C@H]1[C@H](O)[C@@H](CO)O[C@H]1n1cc(C)c(=O)[nH]c1=O. The target protein (O00142) has sequence MLLWPLRGWAARALRCFGPGSRGSPASGPGPRRVQRRAWPPDKEQEKEKKSVICVEGNIASGKTTCLEFFSNATDVEVLTEPVSKWRNVRGHNPLGLMYHDASRWGLTLQTYVQLTMLDRHTRPQVSSVRLMERSIHSARYIFVENLYRSGKMPEVDYVVLSEWFDWILRNMDVSVDLIVYLRTNPETCYQRLKKRCREEEKVIPLEYLEAIHHLHEEWLIKGSLFPMAAPVLVIEADHHMERMLELFEQNRDRILTPENRKHCP. The pIC50 is 3.9. (3) The drug is CC(C)n1cnc2c(Nc3cccc(Cl)c3)nc(NCCO)nc21. The target protein (P17157) has sequence MSSSSQFKQLEKLGNGTYATVYKGLNKTTGVYVALKEVKLDSEEGTPSTAIREISLMKELKHENIVRLYDVIHTENKLTLVFEFMDNDLKKYMDSRTVGNTPRGLELNLVKYFQWQLLQGLAFCHENKILHRDLKPQNLLINKRGQLKLGDFGLARAFGIPVNTFSSEVVTLWYRAPDVLMGSRTYSTSIDIWSCGCILAEMITGKPLFPGTNDEEQLKLIFDIMGTPNESLWPSVTKLPKYNPNIQQRPPRDLRQVLQPHTKEPLDGNLMDFLHGLLQLNPDMRLSAKQALHHPWFAEYYHHAS. The pIC50 is 5.7. (4) The compound is COC(=O)[C@H]1[C@H]2C[C@@H]3c4[nH]c5cc(OC)ccc5c4CCN3C[C@H]2C[C@@H](OC(=O)c2cc(OC)c(OC)c(OC)c2)[C@@H]1OC. The target protein sequence is MALSDLVLLRWLRDSRHSRKLILFIVFLALLLDNMLLTVVVPIIPSYLYSIKHEKNSTEIQTTRPELVVSTSESIFSYYNNSTVLITGNATGTLPGGQSHKATSTQHTVANTTVPSDCPSEDRDLLNENVQVGLLFASKATVQLLTNPFIGLLTNRIGYPIPMFAGFCIMFISTVMFAFSSSYAFLLIARSLQGIGSSCSSVAGMGMLASVYTDDEERGKPMGIALGGLAMGVLVGPPFGSVLYEFVGKTAPFLVLAALVLLDGAIQLFVLQPSRVQPESQKGTPLTTLLKDPYILIAAGSICFANMPIAMLEPALPIWMMETMCSRKWQLGVAFLPASISYLIGTNIFGILAHKMGRWLCALLGMVIVGISILCIPFAKNIYGLIAPNFGVGFAIGMVDSSMMPIMGYLVDLRHVSVYGSVYAIADVAFCMGYAIGPSAGGAIAKAIGFPWLMTIIGIIDIAFAPLCFFLRSPPAKEEKMAILMDHNCPIKRKMYTQNN.... The pIC50 is 8.7. (5) The small molecule is N#Cc1ccc(OS(N)(=O)=O)cc1. The target protein (P08842) has sequence MPLRKMKIPFLLLFFLWEAESHAASRPNIILVMADDLGIGDPGCYGNKTIRTPNIDRLASGGVKLTQHLAASPLCTPSRAAFMTGRYPVRSGMASWSRTGVFLFTASSGGLPTDEITFAKLLKDQGYSTALIGKWHLGMSCHSKTDFCHHPLHHGFNYFYGISLTNLRDCKPGEGSVFTTGFKRLVFLPLQIVGVTLLTLAALNCLGLLHVPLGVFFSLLFLAALILTLFLGFLHYFRPLNCFMMRNYEIIQQPMSYDNLTQRLTVEAAQFIQRNTETPFLLVLSYLHVHTALFSSKDFAGKSQHGVYGDAVEEMDWSVGQILNLLDELRLANDTLIYFTSDQGAHVEEVSSKGEIHGGSNGIYKGGKANNWEGGIRVPGILRWPRVIQAGQKIDEPTSNMDIFPTVAKLAGAPLPEDRIIDGRDLMPLLEGKSQRSDHEFLFHYCNAYLNAVRWHPQNSTSIWKAFFFTPNFNPVGSNGCFATHVCFCFGSYVTHHDPP.... The pIC50 is 3.5. (6) The small molecule is CCc1cccc(NC(P(=O)(O)O)P(=O)(O)O)c1. The target protein sequence is MIKMSPLLLKAAVVTACLCSLAVATTVEEQTAPKPIENATTYQQELGGRGKVDSPTAPGDAVSITSGIKVMSVTTATAIIFLASAFGFSFAMYWWYVASDIKITPGKGNIMRNAHLTDEVMRNVYVISKRVSDGANAFLFAEYRYMGIFMLGFGALLYFLLGVAMSSPQGEGKDGRPPVAVEAPWVNAAFSLYAFVIGAFTSVLAGWIGMRIAVYTNSRTAVMATVGSGGSDNDVLANGSQSRGYALAFQTAFRGGITMGFALTSIGLFALFCTVKLMQTYFGDSAERLPELFECVAAFGLGGSSVACFGRVGGGIYTKAADVGADLVGKVEKNIPEDDARNPGVIADCIGDNVGDIAGMGSDLFGSFGEATCAALVIAASSAELSADFTCMMYPLLITAGGIFVCIGTALLAATNSGVKWAEDIEPTLKHQLLVSTIGATVVLVFITAYSLPDAFTVGAVETTKWRAMVCVLCGLWSGLLIGYSTEYFTSNSYRPVQEI.... The pIC50 is 5.6. (7) The small molecule is CO[C@@H]1[C@@H](O)[C@@H](OC(=O)c2ccc(C)[nH]2)[C@H](Oc2ccc3c(O)c(NC(=O)/C=C/c4ccccc4)c(=O)oc3c2Cl)OC1(C)C. The target protein (P0AES6) has sequence MSNSYDSSSIKVLKGLDAVRKRPGMYIGDTDDGTGLHHMVFEVVDNAIDEALAGHCKEIIVTIHADNSVSVQDDGRGIPTGIHPEEGVSAAEVIMTVLHAGGKFDDNSYKVSGGLHGVGVSVVNALSQKLELVIQREGKIHRQIYEHGVPQAPLAVTGETEKTGTMVRFWPSLETFTNVTEFEYEILAKRLRELSFLNSGVSIRLRDKRDGKEDHFHYEGGIKAFVEYLNKNKTPIHPNIFYFSTEKDGIGVEVALQWNDGFQENIYCFTNNIPQRDGGTHLAGFRAAMTRTLNAYMDKEGYSKKAKVSATGDDAREGLIAVVSVKVPDPKFSSQTKDKLVSSEVKSAVEQQMNELLAEYLLENPTDAKIVVGKIIDAARAREAARRAREMTRRKGALDLAGLPGKLADCQERDPALSELYLVEGDSAGGSAKQGRNRKNQAILPLKGKILNVEKARFDKMLSSQEVATLITALGCGIGRDEYNPDKLRYHSIIIMTDAD.... The pIC50 is 5.9. (8) The drug is C[N+](C)(CCCC(=O)[O-])CC1CCC1. The target protein (O75936) has sequence MACTIQKAEALDGAHLMQILWYDEEESLYPAVWLRDNCPCSDCYLDSAKARKLLVEALDVNIGIKGLIFDRKKVYITWPDEHYSEFQADWLKKRCFSKQARAKLQRELFFPECQYWGSELQLPTLDFEDVLRYDEHAYKWLSTLKKVGIVRLTGASDKPGEVSKLGKRMGFLYLTFYGHTWQVQDKIDANNVAYTTGKLSFHTDYPALHHPPGVQLLHCIKQTVTGGDSEIVDGFNVCQKLKKNNPQAFQILSSTFVDFTDIGVDYCDFSVQSKHKIIELDDKGQVVRINFNNATRDTIFDVPVERVQPFYAALKEFVDLMNSKESKFTFKMNPGDVITFDNWRLLHGRRSYEAGTEISRHLEGAYADWDVVMSRLRILRQRVENGN. The pIC50 is 3.0. (9) The drug is O=c1[nH]c2ncn(C3CCCCC3)c2c(=O)n1O. The target protein (Q9UIV1) has sequence MPAATVDHSQRICEVWACNLDEEMKKIRQVIRKYNYVAMDTEFPGVVARPIGEFRSNADYQYQLLRCNVDLLKIIQLGLTFMNEQGEYPPGTSTWQFNFKFNLTEDMYAQDSIELLTTSGIQFKKHEEEGIETQYFAELLMTSGVVLCEGVKWLSFHSGYDFGYLIKILTNSNLPEEELDFFEILRLFFPVIYDVKYLMKSCKNLKGGLQEVAEQLELERIGPQHQAGSDSLLTGMAFFKMREMFFEDHIDDAKYCGHLYGLGSGSSYVQNGTGNAYEEEANKQS. The pIC50 is 4.5.